Dataset: Peptide-MHC class I binding affinity with 185,985 pairs from IEDB/IMGT. Task: Regression. Given a peptide amino acid sequence and an MHC pseudo amino acid sequence, predict their binding affinity value. This is MHC class I binding data. (1) The peptide sequence is LFKLLEYS. The MHC is H-2-Kb with pseudo-sequence H-2-Kb. The binding affinity (normalized) is 0.145. (2) The peptide sequence is IEVKDTKEAL. The MHC is HLA-A02:06 with pseudo-sequence HLA-A02:06. The binding affinity (normalized) is 0.413. (3) The peptide sequence is TSKLNHHFP. The MHC is HLA-B40:01 with pseudo-sequence HLA-B40:01. The binding affinity (normalized) is 0.0847. (4) The peptide sequence is MQQSGDEAF. The MHC is HLA-B07:02 with pseudo-sequence HLA-B07:02. The binding affinity (normalized) is 0.0847. (5) The peptide sequence is DYYDNVRNV. The MHC is H-2-Kb with pseudo-sequence H-2-Kb. The binding affinity (normalized) is 0.0365. (6) The peptide sequence is SRTLKSFFAW. The MHC is Mamu-B17 with pseudo-sequence Mamu-B17. The binding affinity (normalized) is 0.498. (7) The peptide sequence is ALVEICTEMEK. The MHC is HLA-A02:01 with pseudo-sequence HLA-A02:01. The binding affinity (normalized) is 0.487. (8) The peptide sequence is KSLYNTVAVLY. The MHC is HLA-B15:01 with pseudo-sequence HLA-B15:01. The binding affinity (normalized) is 0.0847.